Predict the reaction yield, written as a fraction of the theoretical maximum amount of product (1.0 means a 100% yield; for example, 0.34 means a 34% yield). From a dataset of Reaction yield outcomes from USPTO patents with 853,638 reactions. (1) The yield is 0.730. The reactants are [F:1][C:2]1[CH:3]=[C:4]([OH:8])[CH:5]=[CH:6][CH:7]=1.F[C:10]1[CH:15]=[CH:14][CH:13]=[CH:12][C:11]=1[N+:16]([O-:18])=[O:17].[F:19][C:20]1[CH:21]=[C:22]([CH:31]=[CH:32][CH:33]=1)[O:23][C:24]1[CH:30]=[CH:29][CH:28]=[CH:27][C:25]=1[NH2:26].[NH2:34][C:35]1[S:36][CH:37]=[CH:38][N:39]=1. No catalyst specified. The product is [F:1][C:2]1[CH:3]=[C:4]([CH:5]=[CH:6][CH:7]=1)[O:8][C:10]1[CH:15]=[CH:14][CH:13]=[CH:12][C:11]=1[N+:16]([O-:18])=[O:17].[F:19][C:20]1[CH:21]=[C:22]([CH:31]=[CH:32][CH:33]=1)[O:23][C:24]1[CH:30]=[CH:29][CH:28]=[CH:27][C:25]=1[NH:26][C:4]([NH:34][C:35]1[S:36][CH:37]=[CH:38][N:39]=1)=[O:8]. (2) The reactants are [CH:1]([C:4]1[CH:11]=[CH:10][CH:9]=[CH:8][C:5]=1[CH:6]=O)([CH3:3])[CH3:2].[NH2:12][C:13]1[N:14]=[N:15][C:16]([CH3:19])=[CH:17][CH:18]=1.C([O:22][C:23](=O)[C:24]([OH:35])=[CH:25][C:26](=[O:34])[C:27]1[CH:32]=[CH:31][C:30]([CH3:33])=[CH:29][CH:28]=1)C. No catalyst specified. The product is [OH:35][C:24]1[C:23](=[O:22])[N:12]([C:13]2[N:14]=[N:15][C:16]([CH3:19])=[CH:17][CH:18]=2)[CH:6]([C:5]2[CH:8]=[CH:9][CH:10]=[CH:11][C:4]=2[CH:1]([CH3:3])[CH3:2])[C:25]=1[C:26](=[O:34])[C:27]1[CH:32]=[CH:31][C:30]([CH3:33])=[CH:29][CH:28]=1. The yield is 0.0800. (3) The reactants are [OH-].[Na+].C([O:6][C:7]1[CH:24]=[CH:23][C:22]([Br:25])=[CH:21][C:8]=1[C:9]([NH:11][C:12]1[S:13][CH:14]=[C:15]([C:17]([CH3:20])([CH3:19])[CH3:18])[N:16]=1)=[O:10])(=O)C.Cl. The catalyst is O1CCCC1. The product is [Br:25][C:22]1[CH:23]=[CH:24][C:7]([OH:6])=[C:8]([CH:21]=1)[C:9]([NH:11][C:12]1[S:13][CH:14]=[C:15]([C:17]([CH3:18])([CH3:19])[CH3:20])[N:16]=1)=[O:10]. The yield is 0.789. (4) The reactants are [NH2:1][C:2]1[CH:3]=[C:4]([CH:9]=[C:10]([C:12]([C:15]#[N:16])([CH3:14])[CH3:13])[CH:11]=1)[C:5]([O:7][CH3:8])=[O:6].CCN(C(C)C)C(C)C.[CH3:26][S:27](Cl)(=[O:29])=[O:28]. The catalyst is C(Cl)Cl. The product is [CH3:26][S:27]([N:1]([S:27]([CH3:26])(=[O:29])=[O:28])[C:2]1[CH:3]=[C:4]([CH:9]=[C:10]([C:12]([C:15]#[N:16])([CH3:13])[CH3:14])[CH:11]=1)[C:5]([O:7][CH3:8])=[O:6])(=[O:29])=[O:28]. The yield is 0.720. (5) The reactants are [Br:1][C:2]1[CH:3]=[N:4][CH:5]=[C:6]([CH:9]=1)[CH:7]=[O:8].[BH4-].[Na+]. The catalyst is CO. The product is [Br:1][C:2]1[CH:9]=[C:6]([CH2:7][OH:8])[CH:5]=[N:4][CH:3]=1. The yield is 0.900. (6) The reactants are C([O:8][C@@H:9]1[CH2:13][CH2:12][CH2:11][C@H:10]1[C:14]1[CH:18]=[CH:17][N:16]([CH:19]2[CH2:24][CH2:23][CH2:22][CH2:21][O:20]2)[N:15]=1)C1C=CC=CC=1. The catalyst is [C].[Pd].C(O)C. The product is [O:20]1[CH2:21][CH2:22][CH2:23][CH2:24][CH:19]1[N:16]1[CH:17]=[CH:18][C:14]([C@@H:10]2[CH2:11][CH2:12][CH2:13][C@H:9]2[OH:8])=[N:15]1. The yield is 0.890.